This data is from Catalyst prediction with 721,799 reactions and 888 catalyst types from USPTO. The task is: Predict which catalyst facilitates the given reaction. (1) Reactant: [Cl:1][C:2]1[C:11]2[C:6](=[CH:7][CH:8]=[CH:9][CH:10]=2)[CH:5]=[C:4]([CH3:12])[C:3]=1[C@@H:13]1[CH2:15][O:14]1.[F:16][C:17]([F:23])([F:22])[C:18]([OH:21])([CH3:20])[CH3:19].B(F)(F)F.CCOCC. Product: [Cl:1][C:2]1[C:11]2[C:6](=[CH:7][CH:8]=[CH:9][CH:10]=2)[CH:5]=[C:4]([CH3:12])[C:3]=1[CH:13]([O:21][C:18]([CH3:20])([CH3:19])[C:17]([F:23])([F:22])[F:16])[CH2:15][OH:14]. The catalyst class is: 2. (2) Reactant: [OH:1][C:2]1[CH:9]=[CH:8][CH:7]=[C:6]([OH:10])[C:3]=1[CH:4]=[O:5].[CH3:11][O:12][C:13]1[C:18]([CH:19]2[CH2:23][CH2:22][CH2:21][CH:20]2[CH2:24]O)=[CH:17][CH:16]=[CH:15][N:14]=1.C1C=CC(P(C2C=CC=CC=2)C2C=CC=CC=2)=CC=1.CC(OC(/N=N/C(OC(C)C)=O)=O)C. Product: [OH:1][C:2]1[CH:9]=[CH:8][CH:7]=[C:6]([O:10][CH2:24][CH:20]2[CH2:21][CH2:22][CH2:23][CH:19]2[C:18]2[C:13]([O:12][CH3:11])=[N:14][CH:15]=[CH:16][CH:17]=2)[C:3]=1[CH:4]=[O:5]. The catalyst class is: 7. (3) Reactant: [CH3:1][Si:2]1([CH3:12])[O:7][Si:6]([CH3:9])([CH3:8])[O:5][Si:4]([CH3:11])([CH3:10])[O:3]1.Cl[CH:14]([SiH3:16])Cl.CN(C)P(=[O:26])(N(C)C)N(C)C.C(OC(C)C)(C)C. Product: [CH3:14][SiH:16]1[O:3][Si:4]([CH3:10])([CH3:11])[O:5][Si:6]([CH3:8])([CH3:9])[O:7][Si:2]([CH3:1])([CH3:12])[O:26]1. The catalyst class is: 6. (4) Reactant: [C:1]([C:6]1[CH:7]=[C:8]([F:28])[C:9]([N:19]2[CH2:24][CH2:23][CH:22]([C:25]([OH:27])=O)[CH2:21][CH2:20]2)=[N:10][C:11]=1[CH2:12][N:13]1[CH2:17][CH2:16][CH2:15][C:14]1=[O:18])(=[O:5])[CH2:2][CH2:3][CH3:4].CN(C(ON1N=NC2C=CC=CC1=2)=[N+](C)C)C.[B-](F)(F)(F)F.CCN(C(C)C)C(C)C.[C:60]1([CH2:66][S:67]([NH2:70])(=[O:69])=[O:68])[CH:65]=[CH:64][CH:63]=[CH:62][CH:61]=1. Product: [CH2:66]([S:67]([NH:70][C:25]([CH:22]1[CH2:23][CH2:24][N:19]([C:9]2[C:8]([F:28])=[CH:7][C:6]([C:1](=[O:5])[CH2:2][CH2:3][CH3:4])=[C:11]([CH2:12][N:13]3[CH2:17][CH2:16][CH2:15][C:14]3=[O:18])[N:10]=2)[CH2:20][CH2:21]1)=[O:27])(=[O:69])=[O:68])[C:60]1[CH:65]=[CH:64][CH:63]=[CH:62][CH:61]=1. The catalyst class is: 2. (5) The catalyst class is: 32. Product: [CH3:1][CH2:2][CH2:3][S:4]([NH:7][C:8]1[CH:9]=[CH:10][C:11]([F:33])=[C:12]([C:15]([C:17]2[C:21]3[CH:22]=[C:23]([C:26]4[CH:27]=[CH:28][C:29]([Cl:32])=[CH:30][CH:31]=4)[CH:24]=[N:25][C:20]=3[NH:19][CH:18]=2)=[O:16])[C:13]=1[F:14])(=[O:6])=[O:5].[OH:38][CH2:39][CH2:40][N+:41]([CH3:44])([CH3:43])[CH3:42]. Reactant: [CH3:1][CH2:2][CH2:3][S:4]([NH:7][C:8]1[CH:9]=[CH:10][C:11]([F:33])=[C:12]([C:15]([C:17]2[C:21]3[CH:22]=[C:23]([C:26]4[CH:27]=[CH:28][C:29]([Cl:32])=[CH:30][CH:31]=4)[CH:24]=[N:25][C:20]=3[NH:19][CH:18]=2)=[O:16])[C:13]=1[F:14])(=[O:6])=[O:5].CC(C)=O.[OH:38][CH2:39][CH2:40][N+:41]([CH3:44])([CH3:43])[CH3:42]. (6) Reactant: [NH3:1].Br[CH2:3][C:4]1[CH:5]=[C:6]([CH:9]=[CH:10][C:11]=1[S:12]([CH2:15][CH3:16])(=[O:14])=[O:13])[C:7]#[N:8]. Product: [NH2:1][CH2:3][C:4]1[CH:5]=[C:6]([CH:9]=[CH:10][C:11]=1[S:12]([CH2:15][CH3:16])(=[O:14])=[O:13])[C:7]#[N:8]. The catalyst class is: 14. (7) Reactant: [Cl:1][C:2]1[CH:3]=[C:4]([CH:48]=[CH:49][CH:50]=1)[CH2:5][N:6]1[CH2:46][C:11]2[CH:12]=[C:13]3[C:17](=[CH:18][C:10]=2[NH:9][C:8](=[O:47])[CH2:7]1)[N:16](C(C1C=CC=CC=1)(C1C=CC=CC=1)C1C=CC=CC=1)[N:15]=[C:14]3[C:38]1[CH:39]=[N:40][C:41]([O:44][CH3:45])=[N:42][CH:43]=1.C(O)(C(F)(F)F)=O. Product: [Cl:1][C:2]1[CH:3]=[C:4]([CH:48]=[CH:49][CH:50]=1)[CH2:5][N:6]1[CH2:46][C:11]2[CH:12]=[C:13]3[C:17](=[CH:18][C:10]=2[NH:9][C:8](=[O:47])[CH2:7]1)[NH:16][N:15]=[C:14]3[C:38]1[CH:39]=[N:40][C:41]([O:44][CH3:45])=[N:42][CH:43]=1. The catalyst class is: 2. (8) Reactant: [CH2:1]([N:8]1[CH2:13][CH2:12][NH:11][CH:10]([CH2:14][OH:15])[CH2:9]1)[C:2]1[CH:7]=[CH:6][CH:5]=[CH:4][CH:3]=1.[C:16](N1C=CN=C1)(N1C=CN=C1)=[O:17].C(N(CC)CC)C.O1CCCC1. Product: [CH2:1]([N:8]1[CH2:13][CH2:12][N:11]2[C:16](=[O:17])[O:15][CH2:14][CH:10]2[CH2:9]1)[C:2]1[CH:3]=[CH:4][CH:5]=[CH:6][CH:7]=1. The catalyst class is: 6.